The task is: Predict the product of the given reaction.. This data is from Forward reaction prediction with 1.9M reactions from USPTO patents (1976-2016). (1) Given the reactants [O:1]=[C:2]1[NH:7][CH2:6][CH2:5][N:4]2[N:8]=[C:9]([C:11]([O:13][CH2:14][CH3:15])=[O:12])[CH:10]=[C:3]12.[H-].[Na+].[CH3:18][O:19][C:20]1[CH:27]=[CH:26][C:23]([CH2:24]Cl)=[CH:22][CH:21]=1, predict the reaction product. The product is: [CH3:18][O:19][C:20]1[CH:27]=[CH:26][C:23]([CH2:24][N:7]2[CH2:6][CH2:5][N:4]3[N:8]=[C:9]([C:11]([O:13][CH2:14][CH3:15])=[O:12])[CH:10]=[C:3]3[C:2]2=[O:1])=[CH:22][CH:21]=1. (2) Given the reactants [C:1]([O:5][C:6]([O:8][C:9]1[CH:10]=[CH:11][C:12]([C@@H:20]([O:50][Si:51]([C:54]([CH3:57])([CH3:56])[CH3:55])([CH3:53])[CH3:52])[CH2:21][N:22]([CH2:30][CH2:31][CH2:32][CH2:33][CH2:34][CH2:35][O:36][CH2:37][CH2:38][CH2:39][CH2:40][C:41]2[CH:46]=[CH:45][C:44]([N+:47]([O-])=O)=[CH:43][CH:42]=2)[C:23](=[O:29])[O:24][C:25]([CH3:28])([CH3:27])[CH3:26])=[C:13]2[C:18]=1[NH:17][C:16](=[O:19])[CH:15]=[CH:14]2)=[O:7])([CH3:4])([CH3:3])[CH3:2].[H][H], predict the reaction product. The product is: [NH2:47][C:44]1[CH:43]=[CH:42][C:41]([CH2:40][CH2:39][CH2:38][CH2:37][O:36][CH2:35][CH2:34][CH2:33][CH2:32][CH2:31][CH2:30][N:22]([CH2:21][C@@H:20]([C:12]2[CH:11]=[CH:10][C:9]([O:8][C:6]([O:5][C:1]([CH3:4])([CH3:3])[CH3:2])=[O:7])=[C:18]3[C:13]=2[CH:14]=[CH:15][C:16](=[O:19])[NH:17]3)[O:50][Si:51]([C:54]([CH3:57])([CH3:56])[CH3:55])([CH3:53])[CH3:52])[C:23](=[O:29])[O:24][C:25]([CH3:28])([CH3:27])[CH3:26])=[CH:46][CH:45]=1. (3) Given the reactants [C:1]1([N:7]2[C:12](=[O:13])[C:11]3[S:14][CH:15]=[C:16]([C:17]4[CH:22]=[CH:21][CH:20]=[CH:19][CH:18]=4)[C:10]=3[N:9]=[CH:8]2)[CH:6]=[CH:5]C=[CH:3][CH:2]=1.NC1C(C2C=CC=CC=2)=CSC=1C(OC)=O.C(OCC)(OCC)OCC.C1(N)CCCC1, predict the reaction product. The product is: [CH:1]1([N:7]2[C:12](=[O:13])[C:11]3[S:14][CH:15]=[C:16]([C:17]4[CH:22]=[CH:21][CH:20]=[CH:19][CH:18]=4)[C:10]=3[N:9]=[CH:8]2)[CH2:2][CH2:3][CH2:5][CH2:6]1. (4) The product is: [Cl:1][C:2]1[C:3]([C:8]([CH3:13])([CH3:12])[C:9]([NH:59][C@H:56]2[CH2:55][CH2:54][C@@H:53]([NH:52][C:49]3[CH:48]=[CH:47][C:46]([CH3:45])=[CH:51][N:50]=3)[CH2:58][CH2:57]2)=[O:11])=[N:4][CH:5]=[CH:6][N:7]=1. Given the reactants [Cl:1][C:2]1[C:3]([C:8]([CH3:13])([CH3:12])[C:9]([OH:11])=O)=[N:4][CH:5]=[CH:6][N:7]=1.CN(C(ON1N=NC2C=CC=NC1=2)=[N+](C)C)C.F[P-](F)(F)(F)(F)F.C(N(CC)CC)C.[CH3:45][C:46]1[CH:47]=[CH:48][C:49]([NH:52][C@H:53]2[CH2:58][CH2:57][C@@H:56]([NH2:59])[CH2:55][CH2:54]2)=[N:50][CH:51]=1, predict the reaction product. (5) Given the reactants [CH3:1][O:2][C:3]1[CH:8]=[CH:7][C:6]([C:9]2[C:17]3[C:16]([NH:18][CH2:19][CH:20]([OH:22])[CH3:21])=[N:15][CH:14]=[N:13][C:12]=3[O:11][C:10]=2[C:23]2[CH:28]=[CH:27][CH:26]=[CH:25][CH:24]=2)=[CH:5][CH:4]=1.C([O:33][C:34](=[O:37])[CH:35]=[CH2:36])(C)(C)C.[OH-].[Na+].C(O)(=O)CC(CC(O)=O)(C(O)=O)O.FC(F)(F)C(O)=O, predict the reaction product. The product is: [CH3:1][O:2][C:3]1[CH:4]=[CH:5][C:6]([C:9]2[C:17]3[C:16]([NH:18][CH2:19][CH:20]([CH3:21])[O:22][CH2:36][CH2:35][C:34]([OH:37])=[O:33])=[N:15][CH:14]=[N:13][C:12]=3[O:11][C:10]=2[C:23]2[CH:28]=[CH:27][CH:26]=[CH:25][CH:24]=2)=[CH:7][CH:8]=1. (6) Given the reactants [Br:1][C:2]1[CH:3]=[CH:4][C:5]([O:13][CH2:14][CH3:15])=[C:6]([CH:12]=1)[C:7]([O:9]CC)=[O:8].O, predict the reaction product. The product is: [Br:1][C:2]1[CH:3]=[CH:4][C:5]([O:13][CH2:14][CH3:15])=[C:6]([CH:12]=1)[C:7]([OH:9])=[O:8]. (7) Given the reactants C[O:2][C:3]([C@@H:5]1[CH2:9][C@@H:8]([C:10]#[N:11])[CH2:7][NH:6]1)=O.[NH3:12], predict the reaction product. The product is: [C:10]([C@H:8]1[CH2:7][NH:6][C@H:5]([C:3]([NH2:12])=[O:2])[CH2:9]1)#[N:11].